Dataset: Forward reaction prediction with 1.9M reactions from USPTO patents (1976-2016). Task: Predict the product of the given reaction. (1) Given the reactants Br[C:2]1[CH:16]=[CH:15][C:5]2[N:6]=[C:7]([NH:9][C:10]([NH:12][CH2:13][CH3:14])=[O:11])[S:8][C:4]=2[C:3]=1S(C(F)(F)F)(=O)=O.[Cl-].[Li+].[C:26]1(P(C2C=CC=CC=2)C2C=CC=CC=2)C=CC=C[CH:27]=1.[CH:45]([Sn](C=C)(C=C)C=C)=[CH2:46].[Sn], predict the reaction product. The product is: [CH:26]([C:2]1[CH:16]=[CH:15][C:5]2[N:6]=[C:7]([NH:9][C:10]([NH:12][CH2:13][CH3:14])=[O:11])[S:8][C:4]=2[C:3]=1[CH:45]=[CH2:46])=[CH2:27]. (2) Given the reactants [CH3:1][C:2]1[O:3][C:4]([C:22]2[CH:27]=[CH:26][CH:25]=[CH:24][CH:23]=2)=[CH:5][C:6]=1[CH:7]([NH:12][C:13]1[CH:21]=[CH:20][C:16]([C:17]([OH:19])=O)=[CH:15][CH:14]=1)[CH2:8][CH2:9][CH2:10][CH3:11].[CH3:28][NH:29][CH2:30][CH2:31][C:32]([O:34]CC)=[O:33].Cl.C(N=C=NCCCN(C)C)C.O.OC1C2N=NNC=2C=CC=1, predict the reaction product. The product is: [CH3:28][N:29]([C:17]([C:16]1[CH:20]=[CH:21][C:13]([NH:12][CH:7]([C:6]2[CH:5]=[C:4]([C:22]3[CH:23]=[CH:24][CH:25]=[CH:26][CH:27]=3)[O:3][C:2]=2[CH3:1])[CH2:8][CH2:9][CH2:10][CH3:11])=[CH:14][CH:15]=1)=[O:19])[CH2:30][CH2:31][C:32]([OH:34])=[O:33].